Task: Predict the reaction yield, written as a fraction of the theoretical maximum amount of product (1.0 means a 100% yield; for example, 0.34 means a 34% yield).. Dataset: Reaction yield outcomes from USPTO patents with 853,638 reactions (1) The reactants are C1CCN(C(N=NC(N2CCCCC2)=O)=O)CC1.[F:19][C:20]1[CH:25]=[CH:24][C:23]([CH:26]([OH:33])[CH2:27][N:28]2[CH:32]=[CH:31][N:30]=[CH:29]2)=[CH:22][CH:21]=1.[F:34][C:35]1[CH:40]=[CH:39][C:38]([C:41]2[CH:58]=[C:57](O)[CH:56]=[CH:55][C:42]=2[C:43]([NH:45][C@@H:46]([CH2:51][CH2:52][S:53][CH3:54])[C:47]([O:49][CH3:50])=[O:48])=[O:44])=[CH:37][CH:36]=1.C1(P(C2C=CC=CC=2)C2C=CC=CC=2)C=CC=CC=1. The catalyst is C1COCC1. The product is [F:19][C:20]1[CH:25]=[CH:24][C:23]([CH:26]([O:33][C:57]2[CH:56]=[CH:55][C:42]([C:43]([NH:45][C@@H:46]([CH2:51][CH2:52][S:53][CH3:54])[C:47]([O:49][CH3:50])=[O:48])=[O:44])=[C:41]([C:38]3[CH:37]=[CH:36][C:35]([F:34])=[CH:40][CH:39]=3)[CH:58]=2)[CH2:27][N:28]2[CH:32]=[CH:31][N:30]=[CH:29]2)=[CH:22][CH:21]=1. The yield is 0.250. (2) The reactants are [Cl:1][C:2]1[CH:7]=[CH:6][C:5]([NH:8][NH2:9])=[C:4]([CH3:10])[CH:3]=1.[C:11]([O:16][CH2:17][CH3:18])(=[O:15])[C:12]([CH3:14])=O.C([O-])(O)=O.[Na+]. The catalyst is C(O)(=O)C. The product is [CH2:17]([O:16][C:11](=[O:15])[C:12](=[N:9][NH:8][C:5]1[CH:6]=[CH:7][C:2]([Cl:1])=[CH:3][C:4]=1[CH3:10])[CH3:14])[CH3:18]. The yield is 0.970. (3) The reactants are Cl[C:2]1[CH:7]=[C:6]([Cl:8])[N:5]=[CH:4][C:3]=1[C:9]([N:11]1[CH2:16][CH2:15][CH:14]([C:17]2[CH:22]=[CH:21][C:20]([F:23])=[CH:19][CH:18]=2)[CH2:13][CH2:12]1)=[O:10].[CH2:24]1[C:32]2[C:27](=[CH:28][C:29]([NH2:33])=[CH:30][CH:31]=2)[CH2:26][O:25]1. No catalyst specified. The product is [Cl:8][C:6]1[N:5]=[CH:4][C:3]([C:9]([N:11]2[CH2:16][CH2:15][CH:14]([C:17]3[CH:22]=[CH:21][C:20]([F:23])=[CH:19][CH:18]=3)[CH2:13][CH2:12]2)=[O:10])=[C:2]([NH:33][C:29]2[CH:28]=[C:27]3[C:32](=[CH:31][CH:30]=2)[CH2:24][O:25][CH2:26]3)[CH:7]=1. The yield is 0.980. (4) The reactants are [C:1]([C:3]1[CH:4]=[C:5]([C:16]([O:18]C)=[O:17])[C:6]2[C:7]([CH3:15])=[CH:8][N:9]([CH:12]([CH3:14])[CH3:13])[C:10]=2[CH:11]=1)#[N:2].CO.[OH-].[Na+]. The yield is 0.642. The catalyst is C1COCC1. The product is [C:1]([C:3]1[CH:4]=[C:5]([C:16]([OH:18])=[O:17])[C:6]2[C:7]([CH3:15])=[CH:8][N:9]([CH:12]([CH3:14])[CH3:13])[C:10]=2[CH:11]=1)#[N:2]. (5) The reactants are [CH:1]1([CH2:7][CH2:8][C@H:9]([NH:13][C:14]([C:16]2[NH:17][C:18]3[C:23]([CH:24]=2)=[CH:22][CH:21]=[CH:20][CH:19]=3)=[O:15])[C:10]([OH:12])=[O:11])[CH2:6][CH2:5][CH2:4][CH2:3][CH2:2]1.Cl.[CH2:26](OC(=O)[C@@H](N)CCC1CCCCC1)[CH3:27].N1C2C(=CC=CC=2)C=C1C(O)=O.CN(C(ON1N=NC2C=CC=NC1=2)=[N+](C)C)C.F[P-](F)(F)(F)(F)F.CCN(C(C)C)C(C)C. The catalyst is C(Cl)Cl. The product is [CH2:26]([O:11][C:10](=[O:12])[C@@H:9]([NH:13][C:14]([C:16]1[NH:17][C:18]2[C:23]([CH:24]=1)=[CH:22][CH:21]=[CH:20][CH:19]=2)=[O:15])[CH2:8][CH2:7][CH:1]1[CH2:6][CH2:5][CH2:4][CH2:3][CH2:2]1)[CH3:27]. The yield is 0.920. (6) The reactants are [CH3:1][C:2]1[C:14]([CH3:15])=[CH:13][CH:12]=[CH:11][C:3]=1[O:4][C:5]([CH3:10])([CH3:9])[C:6]([OH:8])=O.CN(C=O)C.C(Cl)(=O)C(Cl)=O.[Cl-].[Al+3].[Cl-].[Cl-]. The catalyst is C1COCC1.O. The product is [CH3:9][C:5]1([CH3:10])[C:6](=[O:8])[C:11]2[CH:12]=[CH:13][C:14]([CH3:15])=[C:2]([CH3:1])[C:3]=2[O:4]1. The yield is 0.710. (7) The yield is 0.880. The reactants are [CH3:1][C:2]([CH3:14])([CH3:13])[C:3]([NH:5][C:6]1[CH:11]=[CH:10][CH:9]=[CH:8][C:7]=1[CH3:12])=O.[Li]CCCC.[NH4+].[Cl-]. The product is [C:2]([C:3]1[NH:5][C:6]2[C:7]([CH:12]=1)=[CH:8][CH:9]=[CH:10][CH:11]=2)([CH3:14])([CH3:13])[CH3:1]. The catalyst is C1COCC1.